This data is from Reaction yield outcomes from USPTO patents with 853,638 reactions. The task is: Predict the reaction yield, written as a fraction of the theoretical maximum amount of product (1.0 means a 100% yield; for example, 0.34 means a 34% yield). (1) The reactants are [CH3:1][Si:2]([CH3:52])([CH2:41][CH2:42][CH2:43][O:44][Si](CC)(CC)CC)[CH2:3][CH2:4][C:5]1[C:17]2[CH2:16][N:15]3[C:10](=[CH:11][C:12]4[C:22]([O:25][C:26](=[O:35])[O:27][CH2:28][C:29]5[CH:34]=[CH:33][CH:32]=[CH:31][CH:30]=5)([CH2:23][CH3:24])[C:21](=[O:36])[O:20][CH2:19][C:13]=4[C:14]3=[O:18])[C:9]=2[N:8]=[C:7]2[CH:37]=[CH:38][CH:39]=[CH:40][C:6]=12.F.N1C=CC=CC=1. The catalyst is C(#N)C. The product is [CH2:23]([C:22]1([O:25][C:26](=[O:35])[O:27][CH2:28][C:29]2[CH:30]=[CH:31][CH:32]=[CH:33][CH:34]=2)[C:12]2[CH:11]=[C:10]3[N:15]([C:14](=[O:18])[C:13]=2[CH2:19][O:20][C:21]1=[O:36])[CH2:16][C:17]1[C:5]([CH2:4][CH2:3][Si:2]([CH2:41][CH2:42][CH2:43][OH:44])([CH3:52])[CH3:1])=[C:6]2[CH:40]=[CH:39][CH:38]=[CH:37][C:7]2=[N:8][C:9]3=1)[CH3:24]. The yield is 0.480. (2) The reactants are [NH2:1][C:2]1[S:6][C:5]([Br:7])=[N:4][C:3]=1[C:8]([O:10][CH2:11][CH3:12])=[O:9].[F:13][C:14]1[CH:22]=[CH:21][C:17]([C:18](Cl)=[O:19])=[CH:16][CH:15]=1. The catalyst is CN(C1C=CN=CC=1)C.N1C=CC=CC=1. The product is [Br:7][C:5]1[S:6][C:2]([NH:1][C:18](=[O:19])[C:17]2[CH:21]=[CH:22][C:14]([F:13])=[CH:15][CH:16]=2)=[C:3]([C:8]([O:10][CH2:11][CH3:12])=[O:9])[N:4]=1. The yield is 0.930. (3) The reactants are Cl.[N:2]1([CH2:7][C@H:8]2[CH2:12][CH2:11][CH2:10][N:9]2[C:13]([C:15]2[CH:16]=[C:17]3[C:21](=[CH:22][CH:23]=2)[NH:20][C:19]([C:24]([OH:26])=O)=[CH:18]3)=[O:14])[CH2:6][CH2:5][CH2:4][CH2:3]1.F[B-](F)(F)F.N1(OC(N(C)C)=[N+](C)C)C2C=CC=CC=2N=N1.[F:49][C:50]1([F:56])[CH2:55][CH2:54][NH:53][CH2:52][CH2:51]1.C(N(CC)C(C)C)(C)C. The catalyst is CN(C)C=O. The product is [F:49][C:50]1([F:56])[CH2:55][CH2:54][N:53]([C:24]([C:19]2[NH:20][C:21]3[C:17]([CH:18]=2)=[CH:16][C:15]([C:13]([N:9]2[CH2:10][CH2:11][CH2:12][C@@H:8]2[CH2:7][N:2]2[CH2:3][CH2:4][CH2:5][CH2:6]2)=[O:14])=[CH:23][CH:22]=3)=[O:26])[CH2:52][CH2:51]1. The yield is 0.740. (4) The reactants are [C:1]([O:5][C:6]([N:8]1[CH2:13][CH:12]=[C:11]([C:14]2[NH:31][C:17]3=[N:18][CH:19]=[CH:20][C:21]([C:22]4[CH:27]=[CH:26][C:25]([CH2:28][NH2:29])=[C:24]([F:30])[CH:23]=4)=[C:16]3[N:15]=2)[CH2:10][CH2:9]1)=[O:7])([CH3:4])([CH3:3])[CH3:2].[C:32]([C:36]1[N:40]=[C:39]([C:41](O)=[O:42])[O:38][N:37]=1)([CH3:35])([CH3:34])[CH3:33].CCN(C(C)C)C(C)C.C(P1(=O)OP(=O)(CCC)OP(=O)(CCC)O1)CC. The yield is 0.00100. The product is [OH-:5].[NH4+:8].[C:1]([O:5][C:6]([N:8]1[CH2:9][CH:10]=[C:11]([C:14]2[NH:31][C:17]3=[N:18][CH:19]=[CH:20][C:21]([C:22]4[CH:27]=[CH:26][C:25]([CH2:28][NH:29][C:41]([C:39]5[O:38][N:37]=[C:36]([C:32]([CH3:35])([CH3:34])[CH3:33])[N:40]=5)=[O:42])=[C:24]([F:30])[CH:23]=4)=[C:16]3[N:15]=2)[CH2:12][CH2:13]1)=[O:7])([CH3:4])([CH3:2])[CH3:3]. The catalyst is C(Cl)Cl.CC#N. (5) The reactants are COC1C=CC(C[N:8]2[CH2:13][C@@H:12]([CH3:14])[C@@H:11]3[O:15][C:16](=[O:18])[NH:17][C@@H:10]3[CH2:9]2)=CC=1. The catalyst is CO.[OH-].[OH-].[Pd+2]. The product is [CH3:14][C@@H:12]1[CH2:13][NH:8][CH2:9][C@H:10]2[NH:17][C:16](=[O:18])[O:15][C@@H:11]12. The yield is 0.990. (6) The reactants are C([N:8]1[CH2:13][CH2:12][C:11]2([C:21]3[C:16](=[CH:17][CH:18]=[CH:19][CH:20]=3)[NH:15][C:14]2=[O:22])[CH2:10][CH2:9]1)C1C=CC=CC=1. The catalyst is CO.[Pd]. The product is [NH:8]1[CH2:13][CH2:12][C:11]2([C:21]3[C:16](=[CH:17][CH:18]=[CH:19][CH:20]=3)[NH:15][C:14]2=[O:22])[CH2:10][CH2:9]1. The yield is 0.780.